From a dataset of Reaction yield outcomes from USPTO patents with 853,638 reactions. Predict the reaction yield, written as a fraction of the theoretical maximum amount of product (1.0 means a 100% yield; for example, 0.34 means a 34% yield). (1) The reactants are [OH:1][C:2]([CH3:38])([CH3:37])[CH2:3][C@@:4]1([C:31]2[CH:36]=[CH:35][CH:34]=[CH:33][CH:32]=2)[O:9][C:8](=[O:10])[N:7]([C@H:11]([C:13]2[CH:18]=[CH:17][C:16]([C:19]3[N:24]=[N:23][C:22]([C:25]4([C:28](O)=[O:29])[CH2:27][CH2:26]4)=[CH:21][CH:20]=3)=[CH:15][CH:14]=2)[CH3:12])[CH2:6][CH2:5]1.[CH3:39][NH2:40]. No catalyst specified. The product is [CH3:39][NH:40][C:28]([C:25]1([C:22]2[N:23]=[N:24][C:19]([C:16]3[CH:15]=[CH:14][C:13]([C@@H:11]([N:7]4[CH2:6][CH2:5][C@:4]([CH2:3][C:2]([OH:1])([CH3:38])[CH3:37])([C:31]5[CH:32]=[CH:33][CH:34]=[CH:35][CH:36]=5)[O:9][C:8]4=[O:10])[CH3:12])=[CH:18][CH:17]=3)=[CH:20][CH:21]=2)[CH2:26][CH2:27]1)=[O:29]. The yield is 0.490. (2) The reactants are CC1(C)C(C)(C)OB([C:9]2[NH:17][C:16]3[CH2:15][CH2:14][NH:13][C:12](=[O:18])[C:11]=3[CH:10]=2)O1.CC(C1C=C(C(C)C)C(C2C=CC=CC=2P(C2CCCCC2)C2CCCCC2)=C(C(C)C)C=1)C.Br[C:55]1[CH:56]=[CH:57][CH:58]=[C:59]2[C:64]=1[N:63]=[C:62]([NH:65][C:66]([CH3:69])([CH3:68])[CH3:67])[N:61]=[CH:60]2. The catalyst is O1CCOCC1.O.C1C=CC(/C=C/C(/C=C/C2C=CC=CC=2)=O)=CC=1.C1C=CC(/C=C/C(/C=C/C2C=CC=CC=2)=O)=CC=1.C1C=CC(/C=C/C(/C=C/C2C=CC=CC=2)=O)=CC=1.[Pd].[Pd]. The yield is 0.560. The product is [C:66]([NH:65][C:62]1[N:61]=[CH:60][C:59]2[C:64](=[C:55]([C:9]3[NH:17][C:16]4[CH2:15][CH2:14][NH:13][C:12](=[O:18])[C:11]=4[CH:10]=3)[CH:56]=[CH:57][CH:58]=2)[N:63]=1)([CH3:69])([CH3:67])[CH3:68]. (3) The reactants are [C:1]([O:5][C:6]([NH:8][C@@H:9]([CH2:13][C:14]1[CH:19]=[CH:18][C:17]([N+:20]([O-:22])=[O:21])=[CH:16][CH:15]=1)[C:10]([OH:12])=O)=[O:7])([CH3:4])([CH3:3])[CH3:2].C(N(CC)CC)C.ClC(OCC(C)C)=O.[N+:38](=[CH2:40])=[N-:39]. The catalyst is C1COCC1.CCOCC. The product is [C:1]([O:5][C:6](=[O:7])[NH:8][CH:9]([CH2:13][C:14]1[CH:19]=[CH:18][C:17]([N+:20]([O-:22])=[O:21])=[CH:16][CH:15]=1)[C:10](=[O:12])[CH:40]=[N+:38]=[N-:39])([CH3:2])([CH3:3])[CH3:4]. The yield is 0.820. (4) The reactants are [OH:1][CH:2]([C:8]1[O:12][C:11]2[C:13]([O:23]C)=[C:14]3[C:19](=[C:20]([O:21]C)[C:10]=2[CH:9]=1)[CH:18]=[CH:17][CH:16]=[CH:15]3)[CH2:3][S:4]([CH3:7])(=[O:6])=[O:5].[N+]([O-])([O-])=O.[NH4+].[Ce].[K]. The catalyst is C(#N)C.O. The product is [OH:1][C:2]([C:8]1[O:12][C:11]2[C:13](=[O:23])[C:14]3[C:19]([C:20](=[O:21])[C:10]=2[CH:9]=1)=[CH:18][CH:17]=[CH:16][CH:15]=3)=[CH:3][S:4]([CH3:7])(=[O:6])=[O:5]. The yield is 0.510. (5) The reactants are [CH2:1]([N:8]([CH2:13][C:14]1[C:19](Cl)=[N:18][C:17]([Cl:21])=[CH:16][N:15]=1)[CH2:9][C@@H:10]([OH:12])[CH3:11])[C:2]1[CH:7]=[CH:6][CH:5]=[CH:4][CH:3]=1.[H-].[Na+].O. The catalyst is C1COCC1. The product is [CH2:1]([N:8]1[CH2:13][C:14]2[N:15]=[CH:16][C:17]([Cl:21])=[N:18][C:19]=2[O:12][C@@H:10]([CH3:11])[CH2:9]1)[C:2]1[CH:7]=[CH:6][CH:5]=[CH:4][CH:3]=1. The yield is 0.520.